Task: Predict the reactants needed to synthesize the given product.. Dataset: Full USPTO retrosynthesis dataset with 1.9M reactions from patents (1976-2016) (1) Given the product [NH2:1][C:2]1[C:3]([Br:31])=[CH:4][C:5]2[O:10][CH2:9][CH2:8][N:7]([C:11]3[S:12][C:13]4[C:14](=[O:22])[NH:15][C:16]([CH3:21])([CH3:20])[CH2:17][C:18]=4[N:19]=3)[C:6]=2[CH:23]=1, predict the reactants needed to synthesize it. The reactants are: [NH2:1][C:2]1[CH:3]=[CH:4][C:5]2[O:10][CH2:9][CH2:8][N:7]([C:11]3[S:12][C:13]4[C:14](=[O:22])[NH:15][C:16]([CH3:21])([CH3:20])[CH2:17][C:18]=4[N:19]=3)[C:6]=2[CH:23]=1.C1C(=O)N([Br:31])C(=O)C1.O. (2) Given the product [F:1][C:2]1[CH:7]=[C:6]([F:8])[CH:5]=[CH:4][C:3]=1[C:9]1[CH:14]=[C:13]([N:15]2[C:19]3=[N:20][CH:21]=[C:22]([C:24]4[N:25]=[N:26][N:27]([CH:29]5[CH2:30][CH2:31][N:32]([CH3:35])[CH2:33][CH2:34]5)[CH:28]=4)[CH:23]=[C:18]3[N:17]=[CH:16]2)[CH:12]=[C:11]([NH2:36])[CH:10]=1, predict the reactants needed to synthesize it. The reactants are: [F:1][C:2]1[CH:7]=[C:6]([F:8])[CH:5]=[CH:4][C:3]=1[C:9]1[CH:14]=[C:13]([N:15]2[C:19]3=[N:20][CH:21]=[C:22]([C:24]4[N:25]=[N:26][N:27]([CH:29]5[CH2:34][CH2:33][N:32]([CH3:35])[CH2:31][CH2:30]5)[CH:28]=4)[CH:23]=[C:18]3[N:17]=[CH:16]2)[CH:12]=[C:11]([NH:36]C(=O)C)[CH:10]=1.